From a dataset of Forward reaction prediction with 1.9M reactions from USPTO patents (1976-2016). Predict the product of the given reaction. (1) The product is: [Cl:1][C:2]1[C:10]([CH3:11])=[C:9]2[C:5]([C:6]([C:2]3[CH:10]=[CH:9][C:5]([CH3:6])=[CH:4][CH:3]=3)([C:25]3[CH:26]=[CH:27][C:22]([CH3:28])=[CH:23][CH:24]=3)[C:7](=[O:12])[NH:8]2)=[CH:4][CH:3]=1. Given the reactants [Cl:1][C:2]1[C:10]([CH3:11])=[C:9]2[C:5]([C:6](=O)[C:7](=[O:12])[NH:8]2)=[CH:4][CH:3]=1.FC(F)(F)S(O)(=O)=O.[C:22]1([CH3:28])[CH:27]=[CH:26][CH:25]=[CH:24][CH:23]=1, predict the reaction product. (2) Given the reactants [CH:1]1([Si:6]([CH:9]2[CH:13]=[CH:12][CH:11]=[CH:10]2)([CH3:8])[CH3:7])[CH:5]=[CH:4][CH:3]=[CH:2]1.Br[CH2:15][CH2:16][O:17][Si:18]([CH3:21])([CH3:20])[CH3:19], predict the reaction product. The product is: [CH3:19][Si:18]([CH3:21])([CH3:20])[O:17][CH2:16][CH2:15][C:9]1([Si:6]([CH3:7])([CH3:8])[CH:1]2[CH:2]=[CH:3][CH:4]=[CH:5]2)[CH:10]=[CH:11][CH:12]=[CH:13]1.